Dataset: Peptide-MHC class II binding affinity with 134,281 pairs from IEDB. Task: Regression. Given a peptide amino acid sequence and an MHC pseudo amino acid sequence, predict their binding affinity value. This is MHC class II binding data. (1) The peptide sequence is SQDLELSWNLNSLQAY. The MHC is HLA-DQA10301-DQB10302 with pseudo-sequence HLA-DQA10301-DQB10302. The binding affinity (normalized) is 0.427. (2) The peptide sequence is EKKYFAWTQFEPLAA. The MHC is DRB1_1001 with pseudo-sequence DRB1_1001. The binding affinity (normalized) is 0.582. (3) The peptide sequence is YIITPTNVSHIQSAVVSGRR. The MHC is HLA-DQA10401-DQB10402 with pseudo-sequence HLA-DQA10401-DQB10402. The binding affinity (normalized) is 0.116. (4) The peptide sequence is AFKVAAEAANAAPAN. The MHC is HLA-DPA10103-DPB10301 with pseudo-sequence HLA-DPA10103-DPB10301. The binding affinity (normalized) is 0.656. (5) The peptide sequence is GSRAIWYMWLGARYL. The MHC is DRB1_0701 with pseudo-sequence DRB1_0701. The binding affinity (normalized) is 0.820. (6) The peptide sequence is DVLSQPMLPHTWDGS. The MHC is DRB1_1101 with pseudo-sequence DRB1_1101. The binding affinity (normalized) is 0. (7) The peptide sequence is QGQWRGAAGTAAQAA. The MHC is DRB5_0101 with pseudo-sequence DRB5_0101. The binding affinity (normalized) is 0.462.